From a dataset of NCI-60 drug combinations with 297,098 pairs across 59 cell lines. Regression. Given two drug SMILES strings and cell line genomic features, predict the synergy score measuring deviation from expected non-interaction effect. (1) Drug 1: CN(CCCl)CCCl.Cl. Drug 2: C(CCl)NC(=O)N(CCCl)N=O. Cell line: SF-539. Synergy scores: CSS=33.8, Synergy_ZIP=-4.70, Synergy_Bliss=-2.88, Synergy_Loewe=-3.74, Synergy_HSA=-0.455. (2) Drug 1: CC1=CC=C(C=C1)C2=CC(=NN2C3=CC=C(C=C3)S(=O)(=O)N)C(F)(F)F. Synergy scores: CSS=23.5, Synergy_ZIP=-4.09, Synergy_Bliss=-4.97, Synergy_Loewe=-4.01, Synergy_HSA=-2.71. Drug 2: CS(=O)(=O)OCCCCOS(=O)(=O)C. Cell line: CCRF-CEM. (3) Drug 1: CC(CN1CC(=O)NC(=O)C1)N2CC(=O)NC(=O)C2. Drug 2: CC1=C(N=C(N=C1N)C(CC(=O)N)NCC(C(=O)N)N)C(=O)NC(C(C2=CN=CN2)OC3C(C(C(C(O3)CO)O)O)OC4C(C(C(C(O4)CO)O)OC(=O)N)O)C(=O)NC(C)C(C(C)C(=O)NC(C(C)O)C(=O)NCCC5=NC(=CS5)C6=NC(=CS6)C(=O)NCCC[S+](C)C)O. Cell line: SK-OV-3. Synergy scores: CSS=8.85, Synergy_ZIP=-3.69, Synergy_Bliss=-0.728, Synergy_Loewe=-2.32, Synergy_HSA=0.0880. (4) Drug 1: C1=NC2=C(N=C(N=C2N1C3C(C(C(O3)CO)O)O)F)N. Drug 2: C1=CC=C(C=C1)NC(=O)CCCCCCC(=O)NO. Cell line: HT29. Synergy scores: CSS=4.87, Synergy_ZIP=1.28, Synergy_Bliss=10.2, Synergy_Loewe=-7.53, Synergy_HSA=3.67. (5) Drug 1: CC1=C2C(C(=O)C3(C(CC4C(C3C(C(C2(C)C)(CC1OC(=O)C(C(C5=CC=CC=C5)NC(=O)OC(C)(C)C)O)O)OC(=O)C6=CC=CC=C6)(CO4)OC(=O)C)OC)C)OC. Drug 2: C1=NC2=C(N1)C(=S)N=CN2. Cell line: SF-268. Synergy scores: CSS=21.5, Synergy_ZIP=-12.3, Synergy_Bliss=-22.7, Synergy_Loewe=-21.7, Synergy_HSA=-18.1. (6) Drug 1: C1C(C(OC1N2C=NC3=C(N=C(N=C32)Cl)N)CO)O. Drug 2: CC(C)NC(=O)C1=CC=C(C=C1)CNNC.Cl. Cell line: BT-549. Synergy scores: CSS=31.7, Synergy_ZIP=0.144, Synergy_Bliss=-1.68, Synergy_Loewe=-33.4, Synergy_HSA=-2.11. (7) Drug 1: CC=C1C(=O)NC(C(=O)OC2CC(=O)NC(C(=O)NC(CSSCCC=C2)C(=O)N1)C(C)C)C(C)C. Drug 2: CC1=C(C(=CC=C1)Cl)NC(=O)C2=CN=C(S2)NC3=CC(=NC(=N3)C)N4CCN(CC4)CCO. Cell line: NCI/ADR-RES. Synergy scores: CSS=3.16, Synergy_ZIP=-2.29, Synergy_Bliss=-5.12, Synergy_Loewe=-1.09, Synergy_HSA=-6.28. (8) Drug 1: C1=CN(C(=O)N=C1N)C2C(C(C(O2)CO)O)O.Cl. Drug 2: CCC1(CC2CC(C3=C(CCN(C2)C1)C4=CC=CC=C4N3)(C5=C(C=C6C(=C5)C78CCN9C7C(C=CC9)(C(C(C8N6C)(C(=O)OC)O)OC(=O)C)CC)OC)C(=O)OC)O.OS(=O)(=O)O. Cell line: SF-539. Synergy scores: CSS=10.4, Synergy_ZIP=-6.20, Synergy_Bliss=-3.33, Synergy_Loewe=-26.7, Synergy_HSA=-0.710.